From a dataset of Peptide-MHC class I binding affinity with 185,985 pairs from IEDB/IMGT. Regression. Given a peptide amino acid sequence and an MHC pseudo amino acid sequence, predict their binding affinity value. This is MHC class I binding data. (1) The peptide sequence is CVNGSCFTV. The MHC is H-2-Db with pseudo-sequence H-2-Db. The binding affinity (normalized) is 0.0217. (2) The peptide sequence is PLLCNLNKSH. The MHC is HLA-A68:01 with pseudo-sequence HLA-A68:01. The binding affinity (normalized) is 0.00804. (3) The peptide sequence is VTSLDVINY. The MHC is HLA-A29:02 with pseudo-sequence HLA-A29:02. The binding affinity (normalized) is 0.373. (4) The peptide sequence is HTMLCMCCK. The MHC is HLA-A03:02 with pseudo-sequence HLA-A03:02. The binding affinity (normalized) is 0.603.